This data is from Forward reaction prediction with 1.9M reactions from USPTO patents (1976-2016). The task is: Predict the product of the given reaction. (1) The product is: [Br:1][C:2]1[C:3]([F:10])=[CH:4][C:5]([Si:24]([CH3:26])([CH3:25])[CH3:23])=[C:6]([F:8])[CH:7]=1. Given the reactants [Br:1][C:2]1[CH:7]=[C:6]([F:8])[C:5](Br)=[CH:4][C:3]=1[F:10].C(=O)=O.CC(C)=O.[Li]CCCC.[CH3:23][Si:24](Cl)([CH3:26])[CH3:25].[Cl-].[NH4+], predict the reaction product. (2) Given the reactants [Cl:1][C:2]1[CH:8]=[CH:7][CH:6]=[C:5]([CH2:9][CH3:10])[C:3]=1N.N([O-])=O.[Na+].S(=O)(=O)(O)O.CN(C)C1C=CC=CC=1.Cl.S(=O)(=O)(O)N.[C:35]([O:38]C(=O)C)(=[O:37])C.C(Cl)(Cl)Cl, predict the reaction product. The product is: [Cl:1][C:2]1[CH:8]=[CH:7][CH:6]=[C:5]([CH2:9][CH3:10])[C:3]=1[C:35]([OH:38])=[O:37].